From a dataset of Forward reaction prediction with 1.9M reactions from USPTO patents (1976-2016). Predict the product of the given reaction. (1) Given the reactants [F:1][C:2]1([F:20])[CH2:19][CH2:18][C:5]2[C:6]([C:10]3[S:11][CH:12]=[C:13]([CH:15]([CH3:17])[CH3:16])[N:14]=3)=[C:7]([NH2:9])[S:8][C:4]=2[CH2:3]1.[C:21]12[C:29](=[O:30])[O:28][C:26](=[O:27])[C:22]=1[CH2:23][CH2:24][CH2:25]2, predict the reaction product. The product is: [F:20][C:2]1([F:1])[CH2:3][C:4]2[S:8][C:7]([NH:9][C:29]([C:21]3[CH2:25][CH2:24][CH2:23][C:22]=3[C:26]([OH:28])=[O:27])=[O:30])=[C:6]([C:10]3[S:11][CH:12]=[C:13]([CH:15]([CH3:17])[CH3:16])[N:14]=3)[C:5]=2[CH2:18][CH2:19]1. (2) The product is: [F:18][C:17]1[C:12]2[N:13]([C:9]([C:4]3[CH:5]=[CH:6][C:7]([F:8])=[C:2]([C:28]4[CH:29]=[CH:30][C:25]([CH:23]=[CH2:24])=[CH:26][CH:27]=4)[CH:3]=3)=[CH:10][N:11]=2)[CH:14]=[CH:15][C:16]=1[C:19]([OH:22])([CH3:21])[CH3:20]. Given the reactants Cl[C:2]1[CH:3]=[C:4]([C:9]2[N:13]3[CH:14]=[CH:15][C:16]([C:19]([OH:22])([CH3:21])[CH3:20])=[C:17]([F:18])[C:12]3=[N:11][CH:10]=2)[CH:5]=[CH:6][C:7]=1[F:8].[CH:23]([C:25]1[CH:30]=[CH:29][C:28](B(O)O)=[CH:27][CH:26]=1)=[CH2:24], predict the reaction product.